This data is from Catalyst prediction with 721,799 reactions and 888 catalyst types from USPTO. The task is: Predict which catalyst facilitates the given reaction. (1) Reactant: C([C@@:8]([NH2:17])([C:11]1[CH:16]=[CH:15][CH:14]=[CH:13][CH:12]=1)[CH2:9][NH2:10])(OC(C)(C)C)=O.[C:18]1(=[O:28])[O:23][C:21](=O)[C:20]2=[CH:24][CH:25]=[CH:26][CH:27]=[C:19]12. Product: [CH2:21]([O:23][C:18]([NH:17][C@H:8]([C:11]1[CH:12]=[CH:13][CH:14]=[CH:15][CH:16]=1)[CH2:9][N:10]1[C:18](=[O:28])[C:19]2=[CH:27][CH:26]=[CH:25][CH:24]=[C:20]2[C:21]1=[O:23])=[O:28])[CH2:20][CH2:19][CH3:27]. The catalyst class is: 22. (2) Reactant: [OH-].[CH3:2][N+:3]([CH3:9])([CH3:8])[CH2:4][CH2:5][CH2:6][CH3:7].C([O:12][Si:13]([O:20]CC)([O:17]CC)[O:14]CC)C. Product: [Si:13]([O-:20])([O-:17])([O-:14])[O-:12].[CH3:2][N+:3]([CH3:9])([CH3:8])[CH2:4][CH2:5][CH2:6][CH3:7].[CH3:2][N+:3]([CH2:4][CH2:5][CH2:6][CH3:7])([CH3:9])[CH3:8].[CH3:2][N+:3]([CH2:4][CH2:5][CH2:6][CH3:7])([CH3:9])[CH3:8].[CH3:2][N+:3]([CH2:4][CH2:5][CH2:6][CH3:7])([CH3:9])[CH3:8]. The catalyst class is: 6. (3) Reactant: [CH3:1][S:2](Cl)(=[O:4])=[O:3].[C:6]([O:10][C:11]([N:13]1[CH2:18][CH2:17][CH2:16][C@@H:15]2[C:19]3[CH:20]=[CH:21][C:22]([NH2:26])=[CH:23][C:24]=3[CH2:25][C@H:14]12)=[O:12])([CH3:9])([CH3:8])[CH3:7].C(N(CC)CC)C.C([O-])(O)=O.[Na+]. Product: [C:6]([O:10][C:11]([N:13]1[CH2:18][CH2:17][CH2:16][C@@H:15]2[C:19]3[CH:20]=[CH:21][C:22]([NH:26][S:2]([CH3:1])(=[O:4])=[O:3])=[CH:23][C:24]=3[CH2:25][C@H:14]12)=[O:12])([CH3:9])([CH3:7])[CH3:8]. The catalyst class is: 4.